This data is from Reaction yield outcomes from USPTO patents with 853,638 reactions. The task is: Predict the reaction yield, written as a fraction of the theoretical maximum amount of product (1.0 means a 100% yield; for example, 0.34 means a 34% yield). (1) The reactants are [O:1]1[C:5]2([CH2:10][CH2:9][CH:8]([N:11]3[C:19]4[C:14](=[CH:15][CH:16]=[CH:17][CH:18]=4)[CH2:13][CH2:12]3)[CH2:7][CH2:6]2)[O:4][CH2:3][CH2:2]1.[Br:20]N1C(=O)CCC1=O. The catalyst is CN(C=O)C.O. The product is [Br:20][C:16]1[CH:15]=[C:14]2[C:19](=[CH:18][CH:17]=1)[N:11]([CH:8]1[CH2:9][CH2:10][C:5]3([O:4][CH2:3][CH2:2][O:1]3)[CH2:6][CH2:7]1)[CH2:12][CH2:13]2. The yield is 0.900. (2) The reactants are [C:1]([CH2:4][CH2:5][C:6]1[C:18]([CH2:19][CH2:20][CH2:21][CH2:22][CH2:23][C:24]#[CH:25])=[CH:17][CH:16]=[CH:15][C:7]=1[O:8][CH2:9][CH2:10][CH2:11][C:12]([OH:14])=[O:13])([OH:3])=[O:2].[Br:26][C:27]1[CH:28]=[C:29]([CH:35]=[C:36](I)[CH:37]=1)[C:30]([N:32]([CH3:34])[CH3:33])=[O:31]. The catalyst is C1COCC1.C(O)(C(F)(F)F)=O.[Cu]I.[Pd](Cl)Cl.C1(P(C2C=CC=CC=2)C2C=CC=CC=2)C=CC=CC=1.C1(P(C2C=CC=CC=2)C2C=CC=CC=2)C=CC=CC=1. The product is [Br:26][C:27]1[CH:37]=[C:36]([C:25]#[C:24][CH2:23][CH2:22][CH2:21][CH2:20][CH2:19][C:18]2[C:6]([CH2:5][CH2:4][C:1]([OH:3])=[O:2])=[C:7]([CH:15]=[CH:16][CH:17]=2)[O:8][CH2:9][CH2:10][CH2:11][C:12]([OH:14])=[O:13])[CH:35]=[C:29]([C:30](=[O:31])[N:32]([CH3:33])[CH3:34])[CH:28]=1. The yield is 0.650. (3) The yield is 0.600. The reactants are [N:1]1([CH2:6][C:7]([C:9]2[S:10][CH:11]=[CH:12][N:13]=2)=[O:8])[CH:5]=[CH:4][N:3]=[CH:2]1.[BH4-].[Na+]. The catalyst is CO. The product is [N:1]1([CH2:6][CH:7]([C:9]2[S:10][CH:11]=[CH:12][N:13]=2)[OH:8])[CH:5]=[CH:4][N:3]=[CH:2]1. (4) The reactants are Br[C:2]1[O:6][C:5]([CH:7]=[O:8])=[CH:4][CH:3]=1.[Cl:9][C:10]1[CH:11]=[C:12](B(O)O)[CH:13]=[C:14]([Cl:16])[CH:15]=1.C(=O)([O-])[O-].[K+].[K+]. The catalyst is [Br-].C([N+](CCCC)(CCCC)CCCC)CCC.C([O-])(=O)C.[Pd+2].C([O-])(=O)C.O. The product is [Cl:9][C:10]1[CH:11]=[C:12]([C:2]2[O:6][C:5]([CH:7]=[O:8])=[CH:4][CH:3]=2)[CH:13]=[C:14]([Cl:16])[CH:15]=1. The yield is 0.279. (5) The reactants are Cl.CN(C)CCCN=C=NCC.CN(C=O)C.[CH3:18][N:19]1[C:27]2[C:22](=[CH:23][CH:24]=[CH:25][CH:26]=2)[C:21]([CH3:28])=[C:20]1[C:29]([OH:31])=O.[NH2:32][C@H:33]([C:37]([NH:39][CH:40]([CH:49]([OH:52])[CH2:50][F:51])[CH2:41][C:42]([O:44][C:45]([CH3:48])([CH3:47])[CH3:46])=[O:43])=[O:38])[CH:34]([CH3:36])[CH3:35]. The catalyst is CN(C)C1C=CN=CC=1.C(Cl)Cl. The product is [CH3:18][N:19]1[C:27]2[C:22](=[CH:23][CH:24]=[CH:25][CH:26]=2)[C:21]([CH3:28])=[C:20]1[C:29]([NH:32][C@H:33]([C:37]([NH:39][CH:40]([CH:49]([OH:52])[CH2:50][F:51])[CH2:41][C:42]([O:44][C:45]([CH3:46])([CH3:47])[CH3:48])=[O:43])=[O:38])[CH:34]([CH3:35])[CH3:36])=[O:31]. The yield is 0.560. (6) The reactants are [C:1]([O:5][C:6]([N:8]1[CH2:13][CH2:12][N:11]([CH2:14][C:15]2[N:23]3[C:18]([C:19]([NH2:24])=[N:20][CH:21]=[N:22]3)=[CH:17][CH:16]=2)[CH2:10][CH2:9]1)=[O:7])([CH3:4])([CH3:3])[CH3:2].CC(O)C.C(=O)=O.[Br:32]N1C(C)(C)C(=O)N(Br)C1=O. The catalyst is C1COCC1. The product is [C:1]([O:5][C:6]([N:8]1[CH2:9][CH2:10][N:11]([CH2:14][C:15]2[N:23]3[C:18]([C:19]([NH2:24])=[N:20][CH:21]=[N:22]3)=[C:17]([Br:32])[CH:16]=2)[CH2:12][CH2:13]1)=[O:7])([CH3:4])([CH3:2])[CH3:3]. The yield is 0.670. (7) The reactants are [C:1]([O:9][C@H:10]1[C@@H:15]([O:16][C:17](=[O:24])[C:18]2[CH:23]=[CH:22][CH:21]=[CH:20][CH:19]=2)[C@H:14]([O:25][C:26](=[O:33])[C:27]2[CH:32]=[CH:31][CH:30]=[CH:29][CH:28]=2)[C@@H:13]([CH2:34][O:35][C:36](=[O:43])[C:37]2[CH:42]=[CH:41][CH:40]=[CH:39][CH:38]=2)[O:12][C@@H:11]1[O:44][C@H:45]1[C@H:50]([O:51][C:52](=[O:59])[C:53]2[CH:58]=[CH:57][CH:56]=[CH:55][CH:54]=2)[C@@H:49]([CH2:60][O:61][C:62](=[O:69])[C:63]2[CH:68]=[CH:67][CH:66]=[CH:65][CH:64]=2)[O:48][C@H:47]([O:70][C@H:71]2[C@H:83]([O:84][C:85](=[O:92])[C:86]3[CH:91]=[CH:90][CH:89]=[CH:88][CH:87]=3)[C@@H:82]([CH2:93][O:94][C:95](=[O:102])[C:96]3[CH:101]=[CH:100][CH:99]=[CH:98][CH:97]=3)[O:81][C@H:73]([O:74][CH2:75][CH2:76][CH2:77][N:78]=[N+:79]=[N-:80])[C@H:72]2[O:103][C:104](=[O:111])[C:105]2[CH:110]=[CH:109][CH:108]=[CH:107][CH:106]=2)[C@H:46]1[O:112][C:113](=[O:120])[C:114]1[CH:119]=[CH:118][CH:117]=[CH:116][CH:115]=1)(=[O:8])[C:2]1[CH:7]=[CH:6][CH:5]=[CH:4][CH:3]=1.[CH2:121]([O:124][C@H:125]1[CH2:150][CH2:149][C@@:148]2([CH3:151])[CH:127]([CH2:128][CH2:129][C@@H:130]3[C@@H:147]2[CH2:146][CH2:145][C@@:144]2([CH3:152])[C@H:131]3[CH2:132][CH2:133][C@@H:134]2[C@H:135]([CH3:143])[CH2:136][CH2:137][CH2:138][CH:139]([CH3:142])[CH2:140]O)[CH2:126]1)[C:122]#[CH:123].O=C1O[C@H]([C@H](CO)O)C([O-])=C1O.[Na+]. The catalyst is C(Cl)Cl.C(O)(C)(C)C.[O-]S([O-])(=O)=O.[Cu+2]. The product is [C:1]([O:9][C@H:10]1[C@@H:15]([O:16][C:17](=[O:24])[C:18]2[CH:23]=[CH:22][CH:21]=[CH:20][CH:19]=2)[C@H:14]([O:25][C:26](=[O:33])[C:27]2[CH:28]=[CH:29][CH:30]=[CH:31][CH:32]=2)[C@@H:13]([CH2:34][O:35][C:36](=[O:43])[C:37]2[CH:42]=[CH:41][CH:40]=[CH:39][CH:38]=2)[O:12][C@@H:11]1[O:44][C@H:45]1[C@H:50]([O:51][C:52](=[O:59])[C:53]2[CH:58]=[CH:57][CH:56]=[CH:55][CH:54]=2)[C@@H:49]([CH2:60][O:61][C:62](=[O:69])[C:63]2[CH:68]=[CH:67][CH:66]=[CH:65][CH:64]=2)[O:48][C@H:47]([O:70][C@H:71]2[C@H:83]([O:84][C:85](=[O:92])[C:86]3[CH:87]=[CH:88][CH:89]=[CH:90][CH:91]=3)[C@@H:82]([CH2:93][O:94][C:95](=[O:102])[C:96]3[CH:101]=[CH:100][CH:99]=[CH:98][CH:97]=3)[O:81][C@H:73]([O:74][CH2:75][CH2:76][CH2:77][N:78]3[CH:123]=[C:122]([CH2:121][O:124][C@H:125]4[CH2:150][CH2:149][C@@:148]5([CH3:151])[CH:127]([CH2:128][CH2:129][C@@H:130]6[C@@H:147]5[CH2:146][CH2:145][C@@:144]5([CH3:152])[C@H:131]6[CH2:132][CH2:133][C@@H:134]5[C@H:135]([CH3:143])[CH2:136][CH2:137][CH2:138][CH:139]([CH3:140])[CH3:142])[CH2:126]4)[N:80]=[N:79]3)[C@H:72]2[O:103][C:104](=[O:111])[C:105]2[CH:110]=[CH:109][CH:108]=[CH:107][CH:106]=2)[C@H:46]1[O:112][C:113](=[O:120])[C:114]1[CH:119]=[CH:118][CH:117]=[CH:116][CH:115]=1)(=[O:8])[C:2]1[CH:7]=[CH:6][CH:5]=[CH:4][CH:3]=1. The yield is 0.720.